From a dataset of Reaction yield outcomes from USPTO patents with 853,638 reactions. Predict the reaction yield, written as a fraction of the theoretical maximum amount of product (1.0 means a 100% yield; for example, 0.34 means a 34% yield). (1) The reactants are [NH2:1][C:2]1[CH:10]=[CH:9][C:8]([N+:11]([O-])=O)=[CH:7][C:3]=1[C:4]([NH2:6])=[O:5].[O:14]([CH2:22][CH2:23][O:24][C:25]1[C:32]([CH3:33])=[CH:31][C:28]([CH:29]=O)=[CH:27][C:26]=1[CH3:34])[Si](C(C)(C)C)(C)C.OS([O-])=O.[Na+].CC1C=CC(S(O)(=O)=O)=CC=1. The catalyst is CN(C)C(=O)C.CN(C=O)C.CO.[Pd]. The product is [NH2:11][C:8]1[CH:7]=[C:3]2[C:2](=[CH:10][CH:9]=1)[N:1]=[C:29]([C:28]1[CH:31]=[C:32]([CH3:33])[C:25]([O:24][CH2:23][CH2:22][OH:14])=[C:26]([CH3:34])[CH:27]=1)[NH:6][C:4]2=[O:5]. The yield is 0.420. (2) The reactants are C(OC(=O)[NH:7][CH2:8][C:9]#[C:10][C:11]1[CH:12]=[C:13]2[C:18](=[CH:19][CH:20]=1)[N:17]=[CH:16][N:15]=[C:14]2[NH:21][C:22]1[CH:27]=[CH:26][C:25]([O:28][CH2:29][C:30]2[CH:35]=[CH:34][CH:33]=[C:32]([F:36])[CH:31]=2)=[C:24]([Cl:37])[CH:23]=1)(C)(C)C.FC(F)(F)C(O)=O. The catalyst is C(Cl)Cl.C(=O)(O)[O-].[Na+]. The product is [NH2:7][CH2:8][C:9]#[C:10][C:11]1[CH:12]=[C:13]2[C:18](=[CH:19][CH:20]=1)[N:17]=[CH:16][N:15]=[C:14]2[NH:21][C:22]1[CH:27]=[CH:26][C:25]([O:28][CH2:29][C:30]2[CH:35]=[CH:34][CH:33]=[C:32]([F:36])[CH:31]=2)=[C:24]([Cl:37])[CH:23]=1. The yield is 1.01. (3) The reactants are B(F)(F)F.CCOCC.[CH3:10][O:11]/[CH:12]=[CH:13]/[C:14]([O:16][Si](C)(C)C)=[CH2:15].[C:21]1([CH:27]([C:30]2[CH:35]=[CH:34][CH:33]=[CH:32][CH:31]=2)C=O)[CH:26]=[CH:25][CH:24]=[CH:23][CH:22]=1. The catalyst is CCOCC. The product is [CH:27]([CH:10]1[CH2:15][C:14](=[O:16])[CH:13]=[CH:12][O:11]1)([C:21]1[CH:26]=[CH:25][CH:24]=[CH:23][CH:22]=1)[C:30]1[CH:35]=[CH:34][CH:33]=[CH:32][CH:31]=1. The yield is 0.802. (4) The reactants are C(=O)([O-])[O-].[K+].[K+].[Cl:7][C:8]1[CH:13]=[C:12]([NH:14][C:15]2[C:24]3[C:19](=[CH:20][CH:21]=[CH:22][C:23]=3[O:25][CH2:26][C:27]([N:30]([CH3:32])[CH3:31])([CH3:29])[CH3:28])[N:18]=[CH:17][N:16]=2)[CH:11]=[CH:10][C:9]=1[OH:33].C1OCCOCCOCCOCCOCCOC1.Cl.[N:53]1[CH:58]=[CH:57][CH:56]=[CH:55][C:54]=1[CH2:59]Cl. The catalyst is CC(N(C)C)=O. The product is [Cl:7][C:8]1[CH:13]=[C:12]([NH:14][C:15]2[C:24]3[C:19](=[CH:20][CH:21]=[CH:22][C:23]=3[O:25][CH2:26][C:27]([N:30]([CH3:31])[CH3:32])([CH3:28])[CH3:29])[N:18]=[CH:17][N:16]=2)[CH:11]=[CH:10][C:9]=1[O:33][CH2:59][C:54]1[CH:55]=[CH:56][CH:57]=[CH:58][N:53]=1. The yield is 0.630. (5) The reactants are [Br:1][C:2]1[CH:3]=[CH:4][C:5]2[N:9]=[C:8]([C:10]3[CH:15]=[C:14]([C:16]([F:19])([F:18])[F:17])[CH:13]=[CH:12][N:11]=3)[NH:7][C:6]=2[CH:20]=1.[H-].[Na+].Cl[CH2:24][O:25][CH2:26][CH2:27][Si:28]([CH3:31])([CH3:30])[CH3:29].O. The catalyst is C1COCC1. The product is [Br:1][C:2]1[CH:3]=[CH:4][C:5]2[N:9]=[C:8]([C:10]3[CH:15]=[C:14]([C:16]([F:19])([F:17])[F:18])[CH:13]=[CH:12][N:11]=3)[N:7]([CH2:24][O:25][CH2:26][CH2:27][Si:28]([CH3:31])([CH3:30])[CH3:29])[C:6]=2[CH:20]=1. The yield is 1.00.